From a dataset of Reaction yield outcomes from USPTO patents with 853,638 reactions. Predict the reaction yield, written as a fraction of the theoretical maximum amount of product (1.0 means a 100% yield; for example, 0.34 means a 34% yield). (1) The product is [Cl:1][C:2]1[CH:3]=[C:4]([CH:10]=[O:11])[N:5]([CH2:13][C:14]2[CH:15]=[CH:16][C:17]([C:20]3[CH:25]=[CH:24][CH:23]=[CH:22][C:21]=3[C:26]3[N:30]([C:31]([C:44]4[CH:49]=[CH:48][CH:47]=[CH:46][CH:45]=4)([C:38]4[CH:39]=[CH:40][CH:41]=[CH:42][CH:43]=4)[C:32]4[CH:37]=[CH:36][CH:35]=[CH:34][CH:33]=4)[N:29]=[N:28][N:27]=3)=[CH:18][CH:19]=2)[C:6]=1[CH2:7][CH2:8][CH3:9]. The reactants are [Cl:1][C:2]1[CH:3]=[C:4]([CH:10]=[O:11])[NH:5][C:6]=1[CH2:7][CH2:8][CH3:9].Br[CH2:13][C:14]1[CH:19]=[CH:18][C:17]([C:20]2[CH:25]=[CH:24][CH:23]=[CH:22][C:21]=2[C:26]2[N:30]([C:31]([C:44]3[CH:49]=[CH:48][CH:47]=[CH:46][CH:45]=3)([C:38]3[CH:43]=[CH:42][CH:41]=[CH:40][CH:39]=3)[C:32]3[CH:37]=[CH:36][CH:35]=[CH:34][CH:33]=3)[N:29]=[N:28][N:27]=2)=[CH:16][CH:15]=1. No catalyst specified. The yield is 0.600. (2) The reactants are [F:1][C:2]([F:7])([F:6])[C:3]([CH3:5])=O.[Cl:8][C:9]1[C:10]([NH:15][NH2:16])=[N:11][CH:12]=[CH:13][CH:14]=1. No catalyst specified. The product is [F:1][C:2]([F:7])([F:6])[C:3](=[N:16][N:15]=[C:10]1[C:9]([Cl:8])=[CH:14][CH:13]=[CH:12][NH:11]1)[CH3:5]. The yield is 0.660. (3) The reactants are [NH2:1][C:2]1[N:6]([CH2:7][C@H:8]([O:15][Si:16]([C:19]([CH3:22])([CH3:21])[CH3:20])([CH3:18])[CH3:17])[C:9]2[CH:14]=[CH:13][CH:12]=[CH:11][CH:10]=2)[C:5]2[CH:23]=[CH:24][C:25]([N:27]([CH3:36])[C:28](=[O:35])[C:29]3[CH:34]=[CH:33][CH:32]=[CH:31][CH:30]=3)=[CH:26][C:4]=2[N:3]=1.[O:37]1[C:41]([C:42]2[S:46][C:45]([C:47](O)=[O:48])=[CH:44][CH:43]=2)=[CH:40][N:39]=[CH:38]1.C(Cl)CCl.C1C=CC2N(O)N=NC=2C=1.CCN(C(C)C)C(C)C.C([O-])(O)=O.[Na+]. The yield is 0.680. The product is [C:28]([N:27]([CH3:36])[C:25]1[CH:24]=[CH:23][C:5]2[N:6]([CH2:7][C@H:8]([O:15][Si:16]([C:19]([CH3:22])([CH3:21])[CH3:20])([CH3:18])[CH3:17])[C:9]3[CH:10]=[CH:11][CH:12]=[CH:13][CH:14]=3)[C:2]([NH:1][C:47]([C:45]3[S:46][C:42]([C:41]4[O:37][CH:38]=[N:39][CH:40]=4)=[CH:43][CH:44]=3)=[O:48])=[N:3][C:4]=2[CH:26]=1)(=[O:35])[C:29]1[CH:30]=[CH:31][CH:32]=[CH:33][CH:34]=1. The catalyst is CN(C=O)C. (4) The reactants are Cl.[N:2]1[CH:7]=[CH:6][CH:5]=[C:4]([C:8]([NH2:10])=N)[CH:3]=1.[Cl:11][C:12]1[CH:19]=[C:18](F)[CH:17]=[CH:16][C:13]=1C=O.Cl.C(C1C=[N:29][CH:28]=[CH:27][NH+:26]=1)(=N)N.Cl[C:32]1[CH:39]=CC=C[C:33]=1[CH:34]=[O:35]. No catalyst specified. The product is [N:26]1[CH:27]=[CH:28][N:29]=[CH:5][C:6]=1[C:7]1[NH:2][C:3]2[CH2:39][CH2:32][CH2:33][C:34](=[O:35])[C:4]=2[CH:8]([C:19]2[CH:18]=[CH:17][CH:16]=[CH:13][C:12]=2[Cl:11])[N:10]=1. The yield is 0.290. (5) The reactants are C([O-])=O.[NH4+:4].[OH:5][C:6]12[CH2:15][CH:10]3[CH2:11][CH:12]([CH2:14][C:8]([C:16](=O)[C:17]([OH:19])=[O:18])([CH2:9]3)[CH2:7]1)[CH2:13]2.[OH-].[NH4+]. The catalyst is C1N=C(N)C2N=CN([C@@H]3O[C@H](COP(OP(OC[C@H]4O[C@@H](N5C=C(C(N)=O)CC=C5)[C@H](O)[C@@H]4O)(O)=O)(O)=O)[C@@H](O)[C@H]3O)C=2N=1.SC[C@H]([C@@H](CS)O)O. The product is [NH2:4][C@@H:16]([C:8]12[CH2:14][CH:12]3[CH2:11][CH:10]([CH2:15][C:6]([OH:5])([CH2:13]3)[CH2:7]1)[CH2:9]2)[C:17]([OH:19])=[O:18]. The yield is 1.00.